This data is from Catalyst prediction with 721,799 reactions and 888 catalyst types from USPTO. The task is: Predict which catalyst facilitates the given reaction. Product: [F:53][C:50]1[C:51]2[CH:52]=[C:39]3[C:38]4[N:37]=[C:36]([C:11]5[C:12]([N:14]([CH3:19])[S:15]([CH3:18])(=[O:16])=[O:17])=[CH:13][C:8]6[O:7][C:6]([C:29]7[C:33]([CH3:34])=[CH:32][O:31][N:30]=7)=[C:5]([C:3]([NH:2][CH3:1])=[O:4])[C:9]=6[CH:10]=5)[CH:45]=[CH:44][C:43]=4[CH2:42][CH2:41][N:40]3[C:46]=2[CH:47]=[CH:48][CH:49]=1. The catalyst class is: 333. Reactant: [CH3:1][NH:2][C:3]([C:5]1[C:9]2[CH:10]=[C:11](B3OC(C)(C)C(C)(C)O3)[C:12]([N:14]([CH3:19])[S:15]([CH3:18])(=[O:17])=[O:16])=[CH:13][C:8]=2[O:7][C:6]=1[C:29]1[C:33]([CH3:34])=[CH:32][O:31][N:30]=1)=[O:4].Cl[C:36]1[CH:45]=[CH:44][C:43]2[CH2:42][CH2:41][N:40]3[C:46]4[CH:47]=[CH:48][CH:49]=[C:50]([F:53])[C:51]=4[CH:52]=[C:39]3[C:38]=2[N:37]=1.CC(C1C=C(C(C)C)C(C2C=CC=CC=2P(C2CCCCC2)C2CCCCC2)=C(C(C)C)C=1)C.